Dataset: Full USPTO retrosynthesis dataset with 1.9M reactions from patents (1976-2016). Task: Predict the reactants needed to synthesize the given product. (1) Given the product [CH2:1]([O:3][C:4](=[O:20])[CH:5]([O:17][CH2:18][CH3:19])[CH2:6][C:7]1[CH:8]=[C:9]2[C:13](=[CH:14][CH:15]=1)[N:12]([CH2:22][C:23]1[N:24]=[C:25]([C:29]3[CH:30]=[CH:31][C:32]([C:35]([F:38])([F:37])[F:36])=[CH:33][CH:34]=3)[O:26][C:27]=1[CH3:28])[CH:11]=[C:10]2[CH3:16])[CH3:2], predict the reactants needed to synthesize it. The reactants are: [CH2:1]([O:3][C:4](=[O:20])[CH:5]([O:17][CH2:18][CH3:19])[CH2:6][C:7]1[CH:8]=[C:9]2[C:13](=[CH:14][CH:15]=1)[NH:12][CH:11]=[C:10]2[CH3:16])[CH3:2].Cl[CH2:22][C:23]1[N:24]=[C:25]([C:29]2[CH:34]=[CH:33][C:32]([C:35]([F:38])([F:37])[F:36])=[CH:31][CH:30]=2)[O:26][C:27]=1[CH3:28]. (2) Given the product [C:8]([O:9][CH2:10][C:5]([CH2:13][O:14][CH3:15])([C:1]([CH3:2])([CH3:3])[CH3:4])[CH2:6][OH:7])([CH3:16])([CH3:12])[CH3:11], predict the reactants needed to synthesize it. The reactants are: [C:1]([C:5]1([CH2:13][O:14][CH3:15])[CH2:10][O:9][C:8]([CH3:12])([CH3:11])[O:7][CH2:6]1)([CH3:4])([CH3:3])[CH3:2].[CH2:16](OCC)C.C[Mg]I.CCCCCC.C(OCC)(=O)C. (3) Given the product [CH3:27][O:26][C:24]1[CH:23]=[C:22]([NH:28][C:2]2[C:11]3[C:6](=[CH:7][CH:8]=[CH:9][CH:10]=3)[CH:5]=[C:4]([NH:12][C:13]3[CH:17]=[CH:16][NH:15][N:14]=3)[N:3]=2)[CH:21]=[C:20]([O:19][CH3:18])[CH:25]=1, predict the reactants needed to synthesize it. The reactants are: Cl[C:2]1[C:11]2[C:6](=[CH:7][CH:8]=[CH:9][CH:10]=2)[CH:5]=[C:4]([NH:12][C:13]2[CH:17]=[CH:16][NH:15][N:14]=2)[N:3]=1.[CH3:18][O:19][C:20]1[CH:21]=[C:22]([NH2:28])[CH:23]=[C:24]([O:26][CH3:27])[CH:25]=1. (4) Given the product [C:23]([O:28][CH:29]([O:31][C:32]([NH:1][CH2:2][CH2:3][CH2:4][C@@H:5]([CH2:9][C:10]1[N:11]=[CH:12][N:13]2[C:22]3[C:17](=[CH:18][CH:19]=[CH:20][CH:21]=3)[CH2:16][CH2:15][C:14]=12)[C:6]([OH:8])=[O:7])=[O:33])[CH3:30])(=[O:27])[CH2:24][CH2:25][CH3:26], predict the reactants needed to synthesize it. The reactants are: [NH2:1][CH2:2][CH2:3][CH2:4][C@@H:5]([CH2:9][C:10]1[N:11]=[CH:12][N:13]2[C:22]3[C:17](=[CH:18][CH:19]=[CH:20][CH:21]=3)[CH2:16][CH2:15][C:14]=12)[C:6]([OH:8])=[O:7].[C:23]([O:28][CH:29]([O:31][C:32](OC1C=CC([N+]([O-])=O)=CC=1)=[O:33])[CH3:30])(=[O:27])[CH2:24][CH2:25][CH3:26].